From a dataset of Reaction yield outcomes from USPTO patents with 853,638 reactions. Predict the reaction yield, written as a fraction of the theoretical maximum amount of product (1.0 means a 100% yield; for example, 0.34 means a 34% yield). (1) The catalyst is ClCCCl. The yield is 0.710. The product is [O:1]1[CH2:6][CH2:5][O:4][CH2:3][CH:2]1[CH:7]([NH:19][CH2:18][C:15]1[CH:16]=[CH:17][C:12]([O:11][CH3:10])=[CH:13][CH:14]=1)[CH3:8]. The reactants are [O:1]1[CH2:6][CH2:5][O:4][CH2:3][CH:2]1[C:7](=O)[CH3:8].[CH3:10][O:11][C:12]1[CH:17]=[CH:16][C:15]([CH2:18][NH2:19])=[CH:14][CH:13]=1.C(O[BH-](OC(=O)C)OC(=O)C)(=O)C.[Na+]. (2) The reactants are [O:1]1[CH:5]=[CH:4][CH:3]=[C:2]1[C:6]1[CH:11]=[CH:10][C:9](/[CH:12]=[CH:13]/[S:14]([NH:17][C:18]2[CH:23]=[CH:22][CH:21]=[CH:20][C:19]=2[S:24]([NH2:27])(=[O:26])=[O:25])(=[O:16])=[O:15])=[CH:8][CH:7]=1.CO. The catalyst is C(OCC)(=O)C. The product is [O:1]1[CH:5]=[CH:4][CH:3]=[C:2]1[C:6]1[CH:11]=[CH:10][C:9]([CH2:12][CH2:13][S:14]([NH:17][C:18]2[CH:23]=[CH:22][CH:21]=[CH:20][C:19]=2[S:24]([NH2:27])(=[O:26])=[O:25])(=[O:15])=[O:16])=[CH:8][CH:7]=1. The yield is 0.130.